From a dataset of Forward reaction prediction with 1.9M reactions from USPTO patents (1976-2016). Predict the product of the given reaction. (1) Given the reactants P(Cl)(Cl)(OP(Cl)(Cl)=O)=O.[N+:10]([C:13]1[CH:21]=[CH:20][CH:19]=[C:18]2[C:14]=1[CH:15]=[CH:16][NH:17]2)([O-:12])=[O:11].[O:22]=[C:23](N1CCCC1)[C:24]([O:26][CH3:27])=[O:25].C(=O)([O-])O.[Na+], predict the reaction product. The product is: [N+:10]([C:13]1[CH:21]=[CH:20][CH:19]=[C:18]2[C:14]=1[C:15]([C:23](=[O:22])[C:24]([O:26][CH3:27])=[O:25])=[CH:16][NH:17]2)([O-:12])=[O:11]. (2) Given the reactants [CH:1]([C:3]1[CH:18]=[CH:17][C:6]([O:7][C:8]2[N:9]=[CH:10][C:11]([C:14]([NH2:16])=[O:15])=[N:12][CH:13]=2)=[C:5]([CH3:19])[CH:4]=1)=O.[N:20]1[CH:25]=[CH:24][CH:23]=[C:22]([CH2:26][CH2:27][NH2:28])[CH:21]=1.[BH4-].[Na+], predict the reaction product. The product is: [CH3:19][C:5]1[CH:4]=[C:3]([CH2:1][NH:28][CH2:27][CH2:26][C:22]2[CH:21]=[N:20][CH:25]=[CH:24][CH:23]=2)[CH:18]=[CH:17][C:6]=1[O:7][C:8]1[N:9]=[CH:10][C:11]([C:14]([NH2:16])=[O:15])=[N:12][CH:13]=1.